This data is from Reaction yield outcomes from USPTO patents with 853,638 reactions. The task is: Predict the reaction yield, written as a fraction of the theoretical maximum amount of product (1.0 means a 100% yield; for example, 0.34 means a 34% yield). (1) The reactants are S(Cl)(Cl)=O.[CH2:5]([N:12]1[CH2:17][CH2:16][C:15]([NH:21][C:22]2[CH:27]=[CH:26][CH:25]=[C:24]([N+:28]([O-:30])=[O:29])[CH:23]=2)([C:18]([OH:20])=[O:19])[CH2:14][CH2:13]1)[C:6]1[CH:11]=[CH:10][CH:9]=[CH:8][CH:7]=1.[C:31](=O)([O-])[O-].[K+].[K+]. The catalyst is CO. The product is [CH2:5]([N:12]1[CH2:13][CH2:14][C:15]([NH:21][C:22]2[CH:27]=[CH:26][CH:25]=[C:24]([N+:28]([O-:30])=[O:29])[CH:23]=2)([C:18]([O:20][CH3:31])=[O:19])[CH2:16][CH2:17]1)[C:6]1[CH:11]=[CH:10][CH:9]=[CH:8][CH:7]=1. The yield is 0.990. (2) The reactants are [CH3:1][C:2]([CH3:31])([CH3:30])[CH2:3][C:4]([NH:6][C:7]1[C:8]([CH3:29])=[C:9](B(O)O)[C:10]2[O:14][CH2:13][CH:12]([C:15]3[CH:20]=[CH:19][C:18]([CH:21]([CH3:23])[CH3:22])=[CH:17][CH:16]=3)[C:11]=2[C:24]=1[CH3:25])=[O:5].Br[C:33]1[CH:38]=[CH:37][C:36]([CH3:39])=[CH:35][N:34]=1. No catalyst specified. The product is [CH:21]([C:18]1[CH:19]=[CH:20][C:15]([CH:12]2[C:11]3[C:24]([CH3:25])=[C:7]([NH:6][C:4](=[O:5])[CH2:3][C:2]([CH3:31])([CH3:30])[CH3:1])[C:8]([CH3:29])=[C:9]([C:33]4[CH:38]=[CH:37][C:36]([CH3:39])=[CH:35][N:34]=4)[C:10]=3[O:14][CH2:13]2)=[CH:16][CH:17]=1)([CH3:23])[CH3:22]. The yield is 0.670. (3) The reactants are [ClH:1].C(OC(=O)[NH:8][C:9]1[N:10]=[C:11]2[N:15]([CH:16]=1)[CH:14]=[C:13]([Br:17])[S:12]2)(C)(C)C. The catalyst is O1CCOCC1. The product is [ClH:1].[Br:17][C:13]1[S:12][C:11]2=[N:10][C:9]([NH2:8])=[CH:16][N:15]2[CH:14]=1. The yield is 1.00. (4) The reactants are Br[C:2]1[CH:3]=[N:4][N:5]([C:7]([CH3:10])([CH3:9])[CH3:8])[CH:6]=1.[Li]CCCC.[C:16](=[O:18])=[O:17]. The catalyst is C1COCC1. The product is [C:7]([N:5]1[CH:6]=[C:2]([C:16]([OH:18])=[O:17])[CH:3]=[N:4]1)([CH3:10])([CH3:9])[CH3:8]. The yield is 0.670.